Dataset: Reaction yield outcomes from USPTO patents with 853,638 reactions. Task: Predict the reaction yield, written as a fraction of the theoretical maximum amount of product (1.0 means a 100% yield; for example, 0.34 means a 34% yield). (1) The reactants are Cl[CH2:2][C:3]1[CH:27]=[CH:26][C:6]([O:7][CH2:8][C:9]#[C:10][C:11]2[C:12]([NH:19][CH:20]3[CH2:25][CH2:24][CH2:23][CH2:22][CH2:21]3)=[N:13][C:14]([C:17]#[N:18])=[N:15][CH:16]=2)=[CH:5][CH:4]=1.[CH3:28][N:29]1[CH2:34][CH2:33][NH:32][CH2:31][CH2:30]1.O. The catalyst is C(Cl)Cl. The product is [CH:20]1([NH:19][C:12]2[C:11]([C:10]#[C:9][CH2:8][O:7][C:6]3[CH:26]=[CH:27][C:3]([CH2:2][N:32]4[CH2:33][CH2:34][N:29]([CH3:28])[CH2:30][CH2:31]4)=[CH:4][CH:5]=3)=[CH:16][N:15]=[C:14]([C:17]#[N:18])[N:13]=2)[CH2:25][CH2:24][CH2:23][CH2:22][CH2:21]1. The yield is 0.400. (2) The reactants are [CH2:1]([O:5][C:6]([N:8]1[CH2:12][C@H:11]([S:13][C:14](=[O:16])[CH3:15])[CH2:10][C@H:9]1[CH2:17][N:18](C(OCC1C=CC=CC=1)=O)[CH2:19][C:20]1[CH:25]=[C:24]([F:26])[CH:23]=[CH:22][C:21]=1[F:27])=[O:7])[CH2:2][CH2:3][CH3:4].C([O-])(O)=O.[Na+]. The catalyst is Br.C(O)(=O)C.CCOCC. The product is [CH2:1]([O:5][C:6]([N:8]1[CH2:12][C@H:11]([S:13][C:14](=[O:16])[CH3:15])[CH2:10][C@H:9]1[CH2:17][NH:18][CH2:19][C:20]1[CH:25]=[C:24]([F:26])[CH:23]=[CH:22][C:21]=1[F:27])=[O:7])[CH2:2][CH2:3][CH3:4]. The yield is 0.350. (3) The reactants are [NH2:1][C@H:2]([C:4]1[N:13]([CH:14]2[CH2:16][CH2:15]2)[C:12](=[O:17])[C:11]2[C:6](=[CH:7][CH:8]=[CH:9][C:10]=2[Cl:18])[N:5]=1)[CH3:3].Cl[C:20]1[N:25]=[CH:24][N:23]=[C:22]([NH2:26])[C:21]=1[C:27]1[O:31][N:30]=[C:29]([CH:32]([CH3:34])[CH3:33])[N:28]=1.CCN(C(C)C)C(C)C.CCOC(C)=O. The catalyst is CCCCO. The product is [NH2:26][C:22]1[N:23]=[CH:24][N:25]=[C:20]([NH:1][C@H:2]([C:4]2[N:13]([CH:14]3[CH2:16][CH2:15]3)[C:12](=[O:17])[C:11]3[C:6](=[CH:7][CH:8]=[CH:9][C:10]=3[Cl:18])[N:5]=2)[CH3:3])[C:21]=1[C:27]1[O:31][N:30]=[C:29]([CH:32]([CH3:34])[CH3:33])[N:28]=1. The yield is 0.650. (4) The reactants are [C:1]([O:5][C:6]([N:8]1[CH2:13][CH2:12][CH:11]([C:14]([NH:16][C:17]2[CH:32]=[CH:31][C:30](I)=[CH:29][C:18]=2[C:19]([NH:21][C:22]2[CH:27]=[CH:26][C:25]([Cl:28])=[CH:24][N:23]=2)=[O:20])=[O:15])[CH2:10][CH2:9]1)=[O:7])([CH3:4])([CH3:3])[CH3:2].[C:34](#[N:37])[CH:35]=[CH2:36]. No catalyst specified. The product is [C:1]([O:5][C:6]([N:8]1[CH2:13][CH2:12][CH:11]([C:14]([NH:16][C:17]2[CH:32]=[CH:31][C:30](/[CH:36]=[CH:35]\[C:34]#[N:37])=[CH:29][C:18]=2[C:19]([NH:21][C:22]2[CH:27]=[CH:26][C:25]([Cl:28])=[CH:24][N:23]=2)=[O:20])=[O:15])[CH2:10][CH2:9]1)=[O:7])([CH3:4])([CH3:3])[CH3:2]. The yield is 0.190. (5) The reactants are [CH2:1]([O:8][CH2:9][CH2:10][NH:11][C@@H:12]([C:17]([CH3:20])([CH3:19])[CH3:18])[C:13]([O:15][CH3:16])=[O:14])[C:2]1[CH:7]=[CH:6][CH:5]=[CH:4][CH:3]=1.[O:21](C(OC(C)(C)C)=O)[C:22]([O:24][C:25]([CH3:28])([CH3:27])[CH3:26])=O. The catalyst is O1CCOCC1. The product is [CH2:1]([O:8][CH2:9][CH2:10][N:11]([C:22]([O:24][C:25]([CH3:28])([CH3:27])[CH3:26])=[O:21])[C@@H:12]([C:17]([CH3:20])([CH3:19])[CH3:18])[C:13]([O:15][CH3:16])=[O:14])[C:2]1[CH:7]=[CH:6][CH:5]=[CH:4][CH:3]=1. The yield is 0.720. (6) The reactants are C(OC(=O)[NH:10][C:11]1[CH:16]=[CH:15][C:14]([C:17]([CH3:20])([CH3:19])[CH3:18])=[C:13]([NH:21][CH:22]=[O:23])[CH:12]=1)C1C=CC=CC=1.CO. The catalyst is [Pd].C(Cl)Cl. The product is [NH2:10][C:11]1[CH:16]=[CH:15][C:14]([C:17]([CH3:20])([CH3:19])[CH3:18])=[C:13]([NH:21][CH:22]=[O:23])[CH:12]=1. The yield is 0.960. (7) The reactants are [Br:1][C:2]1[CH:3]=[C:4]([CH2:13][C@@H:14]([CH2:19][C:20]([O:22][CH3:23])=[O:21])[C:15]([O:17]C)=O)[C:5]([CH2:11]Cl)=[C:6]2[C:10]=1[NH:9][N:8]=[CH:7]2.[CH3:24][O:25][CH2:26][CH2:27][NH2:28].COC(=O)C[C@H]1C(=O)N(CC2CC2)CC2C3C=NNC=3C(Br)=CC=2C1. No catalyst specified. The product is [CH3:23][O:22][C:20](=[O:21])[CH2:19][C@H:14]1[C:15](=[O:17])[N:28]([CH2:27][CH2:26][O:25][CH3:24])[CH2:11][C:5]2[C:6]3[CH:7]=[N:8][NH:9][C:10]=3[C:2]([Br:1])=[CH:3][C:4]=2[CH2:13]1. The yield is 0.660. (8) The reactants are [C:1]12[C:7](=[CH:8][CH:9]=[CH:10][CH:11]=1)[NH:6][C:5](=[O:12])[O:4][C:2]2=[O:3].C1(P(C2C=CC=CC=2)C2C=CC=CC=2)C=CC=CC=1.[CH3:32][S:33]([CH2:35][CH2:36]O)=O.N(C(OC(C)C)=O)=NC(OC(C)C)=O. The catalyst is C(Cl)Cl. The product is [CH3:32][S:33][CH2:35][CH2:36][N:6]1[C:7]2[CH:8]=[CH:9][CH:10]=[CH:11][C:1]=2[C:2](=[O:3])[O:4][C:5]1=[O:12]. The yield is 0.130.